Dataset: Tyrosyl-DNA phosphodiesterase HTS with 341,365 compounds. Task: Binary Classification. Given a drug SMILES string, predict its activity (active/inactive) in a high-throughput screening assay against a specified biological target. (1) The drug is Fc1c(N2CCCC2)cc2[n+](=O)c3c(n([O-])c2c1)CCCC3. The result is 0 (inactive). (2) The compound is Brc1c(c2onc(n2)c2ccc(cc2)C)cccc1. The result is 0 (inactive). (3) The result is 0 (inactive). The molecule is S1\C(N(C(=O)C1)C)=N/c1ccc(F)cc1.